This data is from Peptide-MHC class II binding affinity with 134,281 pairs from IEDB. The task is: Regression. Given a peptide amino acid sequence and an MHC pseudo amino acid sequence, predict their binding affinity value. This is MHC class II binding data. (1) The peptide sequence is STWLLKPGAGIMIFD. The MHC is DRB1_1602 with pseudo-sequence DRB1_1602. The binding affinity (normalized) is 0.406. (2) The peptide sequence is AIPKVPPGPNITATY. The MHC is DRB5_0101 with pseudo-sequence DRB5_0101. The binding affinity (normalized) is 0. (3) The peptide sequence is VVAVDIKEKGKDKWI. The MHC is HLA-DQA10401-DQB10402 with pseudo-sequence HLA-DQA10401-DQB10402. The binding affinity (normalized) is 0.0468. (4) The peptide sequence is TASKLLEDRVGLNHI. The MHC is DRB1_0301 with pseudo-sequence DRB1_0301. The binding affinity (normalized) is 0.705. (5) The peptide sequence is DVKFPAGGQIVGGVY. The MHC is HLA-DQA10501-DQB10301 with pseudo-sequence HLA-DQA10501-DQB10301. The binding affinity (normalized) is 0.784. (6) The MHC is DRB1_0701 with pseudo-sequence DRB1_0701. The binding affinity (normalized) is 0.154. The peptide sequence is FEAAFNDAIKASTGG.